This data is from Reaction yield outcomes from USPTO patents with 853,638 reactions. The task is: Predict the reaction yield, written as a fraction of the theoretical maximum amount of product (1.0 means a 100% yield; for example, 0.34 means a 34% yield). (1) The reactants are Cl[C:2]1[N:3]=[C:4]([C:21]2[CH:26]=[CH:25][C:24]([C:27]([F:30])([F:29])[F:28])=[CH:23][C:22]=2[O:31][CH3:32])[C:5]2[C:10]([CH:11]=1)=[CH:9][C:8]([S:12]([NH:15][C:16]1[S:17][CH:18]=[CH:19][N:20]=1)(=[O:14])=[O:13])=[CH:7][CH:6]=2.[CH3:33][NH2:34].C[Si]([N-][Si](C)(C)C)(C)C.[Li+]. The catalyst is CO.CC(C1C=C(C(C)C)C(C2C(OC)=CC(Cl)=C(OC)C=2P(C2CCCCC2)C2CCCCC2)=C(C(C)C)C=1)C.C1C=[C-]C(CCN)=CC=1.[Pd+2]. The product is [CH3:32][O:31][C:22]1[CH:23]=[C:24]([C:27]([F:30])([F:29])[F:28])[CH:25]=[CH:26][C:21]=1[C:4]1[C:5]2[C:10](=[CH:9][C:8]([S:12]([NH:15][C:16]3[S:17][CH:18]=[CH:19][N:20]=3)(=[O:14])=[O:13])=[CH:7][CH:6]=2)[CH:11]=[C:2]([NH:34][CH3:33])[N:3]=1. The yield is 0.850. (2) The reactants are [Br:1][C:2]1[CH:3]=[CH:4][C:5]([N+:24]([O-])=O)=[C:6]([NH:8][CH:9]2[CH2:14][CH2:13][N:12]([C@H:15]3[CH2:20][CH2:19][C@H:18]([O:21][CH2:22][CH3:23])[CH2:17][CH2:16]3)[CH2:11][CH2:10]2)[CH:7]=1.O.NN. The catalyst is C(O)C.[Ni]. The product is [Br:1][C:2]1[CH:7]=[C:6]([NH:8][CH:9]2[CH2:14][CH2:13][N:12]([C@H:15]3[CH2:20][CH2:19][C@H:18]([O:21][CH2:22][CH3:23])[CH2:17][CH2:16]3)[CH2:11][CH2:10]2)[C:5]([NH2:24])=[CH:4][CH:3]=1. The yield is 0.990.